This data is from Forward reaction prediction with 1.9M reactions from USPTO patents (1976-2016). The task is: Predict the product of the given reaction. (1) Given the reactants [CH:1]1([CH2:4][N:5]2[C:10]3=[N:11][NH:12][CH:13]=[C:9]3[C:8](=[O:14])[N:7]([CH3:15])[C:6]2=[O:16])[CH2:3][CH2:2]1.[Br:17]N1C(=O)CCC1=O.O, predict the reaction product. The product is: [Br:17][C:13]1[NH:12][N:11]=[C:10]2[C:9]=1[C:8](=[O:14])[N:7]([CH3:15])[C:6](=[O:16])[N:5]2[CH2:4][CH:1]1[CH2:2][CH2:3]1. (2) Given the reactants [OH:1][C:2]1[C:3]2[CH2:24][N:23](C(OC(C)(C)C)=O)[CH2:22][CH2:21][C:4]=2[N:5]=[C:6]([NH:8][C:9]2[CH:14]=[CH:13][C:12]([N:15]3[CH:19]=[CH:18][N:17]=[C:16]3[CH3:20])=[CH:11][CH:10]=2)[N:7]=1.Cl, predict the reaction product. The product is: [CH3:20][C:16]1[N:15]([C:12]2[CH:13]=[CH:14][C:9]([NH:8][C:6]3[N:7]=[C:2]([OH:1])[C:3]4[CH2:24][NH:23][CH2:22][CH2:21][C:4]=4[N:5]=3)=[CH:10][CH:11]=2)[CH:19]=[CH:18][N:17]=1. (3) Given the reactants [Cl:1][C:2]1[CH:29]=[CH:28][C:5]([CH2:6][N:7]2[C:11]3=[N:12][C:13]([CH3:27])=[C:14]([C:23](OC)=[O:24])[C:15]([C:16]4[CH:21]=[CH:20][C:19]([CH3:22])=[CH:18][CH:17]=4)=[C:10]3[CH:9]=[CH:8]2)=[C:4]([F:30])[CH:3]=1.[H-].[H-].[H-].[H-].[Li+].[Al+3].O.[OH-].[Na+], predict the reaction product. The product is: [Cl:1][C:2]1[CH:29]=[CH:28][C:5]([CH2:6][N:7]2[C:11]3=[N:12][C:13]([CH3:27])=[C:14]([CH2:23][OH:24])[C:15]([C:16]4[CH:17]=[CH:18][C:19]([CH3:22])=[CH:20][CH:21]=4)=[C:10]3[CH:9]=[CH:8]2)=[C:4]([F:30])[CH:3]=1.[CH3:23][OH:24]. (4) Given the reactants [Si]([O:8][CH2:9][C@@H:10]1[CH2:14][C@@H:13]([N:15]2[C:19]3[N:20]=[CH:21][N:22]=[C:23]([NH:24][C@@H:25]4[C:33]5[C:28](=[CH:29][CH:30]=[CH:31][CH:32]=5)[CH2:27][CH2:26]4)[C:18]=3[CH:17]=[CH:16]2)[CH:12]=[CH:11]1)(C(C)(C)C)(C)C.F.N1C=CC=CC=1, predict the reaction product. The product is: [C@@H:25]1([NH:24][C:23]2[C:18]3[CH:17]=[CH:16][N:15]([C@@H:13]4[CH2:14][C@@H:10]([CH2:9][OH:8])[CH:11]=[CH:12]4)[C:19]=3[N:20]=[CH:21][N:22]=2)[C:33]2[C:28](=[CH:29][CH:30]=[CH:31][CH:32]=2)[CH2:27][CH2:26]1. (5) The product is: [Cl:1][C:2]1[CH:7]=[CH:6][N:5]=[C:4]2[NH:8][C:18]([C:15]3[N:16]=[CH:17][C:12]([N:11]([CH3:21])[CH3:10])=[CH:13][CH:14]=3)=[N:9][C:3]=12. Given the reactants [Cl:1][C:2]1[CH:7]=[CH:6][N:5]=[C:4]([NH2:8])[C:3]=1[NH2:9].[CH3:10][N:11]([CH3:21])[C:12]1[CH:13]=[CH:14][C:15]([C:18](O)=O)=[N:16][CH:17]=1.[Cl-].[NH4+].[OH-].[Na+], predict the reaction product. (6) Given the reactants [CH2:1]([O:8][C:9](=[O:34])[NH:10][CH2:11][CH:12]1[CH2:17][CH2:16][CH2:15][CH:14]([NH:18][C:19]([C:21]2[C:22]([C:27]3[C:28](Cl)=[N:29][CH:30]=[CH:31][CH:32]=3)=[N:23][O:24][C:25]=2[CH3:26])=[O:20])[CH2:13]1)[C:2]1[CH:7]=[CH:6][CH:5]=[CH:4][CH:3]=1.C[Si]([N-][Si](C)(C)C)(C)C.[K+], predict the reaction product. The product is: [CH2:1]([O:8][C:9](=[O:34])[NH:10][CH2:11][CH:12]1[CH2:17][CH2:16][CH2:15][CH:14]([N:18]2[C:28]3[C:27](=[CH:32][CH:31]=[CH:30][N:29]=3)[C:22]3=[N:23][O:24][C:25]([CH3:26])=[C:21]3[C:19]2=[O:20])[CH2:13]1)[C:2]1[CH:7]=[CH:6][CH:5]=[CH:4][CH:3]=1. (7) Given the reactants [NH2:1][C:2]1[C:11]2[N:10]=[CH:9][C:8]([CH2:12][CH2:13][C:14]3[CH:19]=[CH:18][C:17]([O:20][CH3:21])=[CH:16][C:15]=3[CH3:22])=[CH:7][C:6]=2[C:5]2[CH:23]=[CH:24][C:25](/[CH:27]=[CH:28]/[P:29](=[O:36])([O:33][CH2:34][CH3:35])[O:30][CH2:31][CH3:32])=[CH:26][C:4]=2[N:3]=1.[H][H], predict the reaction product. The product is: [NH2:1][C:2]1[C:11]2[N:10]=[CH:9][C:8]([CH2:12][CH2:13][C:14]3[CH:19]=[CH:18][C:17]([O:20][CH3:21])=[CH:16][C:15]=3[CH3:22])=[CH:7][C:6]=2[C:5]2[CH:23]=[CH:24][C:25]([CH2:27][CH2:28][P:29](=[O:36])([O:33][CH2:34][CH3:35])[O:30][CH2:31][CH3:32])=[CH:26][C:4]=2[N:3]=1.